Predict which catalyst facilitates the given reaction. From a dataset of Catalyst prediction with 721,799 reactions and 888 catalyst types from USPTO. (1) Reactant: C(Cl)(=O)C(Cl)=O.[C:7]([C:10]1[CH:11]=[CH:12][C:13]([O:19][CH2:20][CH2:21][CH3:22])=[C:14]([CH:18]=1)[C:15]([OH:17])=O)(=[O:9])[CH3:8].[NH2:23][C:24]1[C:25]([C:39]([NH2:41])=[O:40])=[N:26][N:27]([CH2:32][C:33]2[CH:38]=[CH:37][CH:36]=[CH:35][N:34]=2)[C:28]=1[CH2:29][CH2:30][CH3:31]. Product: [C:7]([C:10]1[CH:11]=[CH:12][C:13]([O:19][CH2:20][CH2:21][CH3:22])=[C:14]([CH:18]=1)[C:15]([NH:23][C:24]1[C:25]([C:39]([NH2:41])=[O:40])=[N:26][N:27]([CH2:32][C:33]2[CH:38]=[CH:37][CH:36]=[CH:35][N:34]=2)[C:28]=1[CH2:29][CH2:30][CH3:31])=[O:17])(=[O:9])[CH3:8]. The catalyst class is: 204. (2) Reactant: [BH4-].[Na+].[F:3][C:4]1[CH:5]=[C:6]([CH:11]2[CH2:19][C:18](=[O:20])[CH2:17][CH:16]3[N:12]2[C:13](=[O:21])[CH2:14][CH2:15]3)[CH:7]=[CH:8][C:9]=1[F:10]. Product: [F:3][C:4]1[CH:5]=[C:6]([CH:11]2[CH2:19][CH:18]([OH:20])[CH2:17][CH:16]3[N:12]2[C:13](=[O:21])[CH2:14][CH2:15]3)[CH:7]=[CH:8][C:9]=1[F:10]. The catalyst class is: 8. (3) Reactant: CC([CH2:5][N:6]([CH2:10][CH2:11][N:12]1[CH:16]=[C:15]([C:17]2[CH:18]=[C:19]3[C:24](=[CH:25][CH:26]=2)[N:23]([C:27](=[O:29])[CH3:28])[C@@H:22]([CH3:30])[CH2:21][C@H:20]3[NH:31][C:32]2[CH:37]=[CH:36][CH:35]=[C:34]([CH3:38])[N:33]=2)[CH:14]=[N:13]1)C(=O)[O-])(C)C.FC(F)(F)C(O)=O.[ClH:46].CCOCC. The catalyst class is: 4. Product: [ClH:46].[C:27]([N:23]1[C:24]2[C:19](=[CH:18][C:17]([C:15]3[CH:14]=[N:13][N:12]([CH2:11][CH2:10][NH:6][CH3:5])[CH:16]=3)=[CH:26][CH:25]=2)[C@H:20]([NH:31][C:32]2[CH:37]=[CH:36][CH:35]=[C:34]([CH3:38])[N:33]=2)[CH2:21][C@@H:22]1[CH3:30])(=[O:29])[CH3:28]. (4) Reactant: [C:1](Cl)(=O)[C:2]([Cl:4])=[O:3].[Cl:7][C:8]1[CH:13]=[CH:12][C:11]([N:14]2[C:18]([C:19]3[CH:24]=[CH:23][C:22]([O:25][S:26]([CH2:29][CH2:30][C:31]([F:34])([F:33])[F:32])(=[O:28])=[O:27])=[CH:21][CH:20]=3)=[C:17](C)[C:16](C(O)=O)=[N:15]2)=[C:10]([CH3:39])[CH:9]=1. Product: [F:34][C:31]([F:32])([F:33])[CH2:30][CH2:29][S:26]([O:25][C:22]1[CH:21]=[CH:20][C:19]([C:18]2[N:14]([C:11]3[CH:12]=[CH:13][C:8]([Cl:7])=[CH:9][C:10]=3[CH3:39])[N:15]=[C:1]([C:2]([Cl:4])=[O:3])[C:17]=2[CH3:16])=[CH:24][CH:23]=1)(=[O:28])=[O:27]. The catalyst class is: 59. (5) Reactant: Br.[NH2:2][C@H:3]1[CH2:8][CH2:7][CH2:6][CH2:5][C@H:4]1[C:9]([O:11][CH2:12][CH3:13])=[O:10].[NH:14]1[C:22]2[C:17](=[CH:18][CH:19]=[CH:20][CH:21]=2)[CH:16]=[C:15]1[C:23](O)=[O:24].CCN=C=NCCCN(C)C.C1C=CC2N(O)N=NC=2C=1.CN1CCOCC1. Product: [NH:14]1[C:22]2[C:17](=[CH:18][CH:19]=[CH:20][CH:21]=2)[CH:16]=[C:15]1[C:23]([NH:2][C@H:3]1[CH2:8][CH2:7][CH2:6][CH2:5][C@H:4]1[C:9]([O:11][CH2:12][CH3:13])=[O:10])=[O:24]. The catalyst class is: 3. (6) Reactant: F[C:2]1[C:10]([F:11])=[C:9]([F:12])[CH:8]=[CH:7][C:3]=1[C:4]([OH:6])=[O:5].[F:13][C:14]1[CH:20]=[C:19]([C:21]#[C:22][CH2:23][CH2:24][O:25][CH:26]2[CH2:31][CH2:30][CH2:29][CH2:28][O:27]2)[CH:18]=[CH:17][C:15]=1[NH2:16].[Li+].C[Si]([N-][Si](C)(C)C)(C)C. Product: [F:11][C:10]1[C:2]([NH:16][C:15]2[CH:17]=[CH:18][C:19]([C:21]#[C:22][CH2:23][CH2:24][O:25][CH:26]3[CH2:31][CH2:30][CH2:29][CH2:28][O:27]3)=[CH:20][C:14]=2[F:13])=[C:3]([CH:7]=[CH:8][C:9]=1[F:12])[C:4]([OH:6])=[O:5]. The catalyst class is: 788.